This data is from Catalyst prediction with 721,799 reactions and 888 catalyst types from USPTO. The task is: Predict which catalyst facilitates the given reaction. (1) Reactant: [CH2:1]([O:8][C:9]([N:11]1[C:19]2[C:14](=[CH:15][CH:16]=[CH:17][CH:18]=2)[CH2:13][C@H:12]1[C:20](O)=[O:21])=[O:10])[C:2]1[CH:7]=[CH:6][CH:5]=[CH:4][CH:3]=1.C(N(CC)CC)C.FC(F)(F)C(OC1C(F)=C(F)C(F)=C(F)C=1F)=O.FC(F)(F)C(O)=O.[NH2:55][C:56]1[S:57][CH:58]=[C:59]([C:61]2[CH:72]=[CH:71][C:64]([C:65]([NH:67][CH:68]3[CH2:70][CH2:69]3)=[O:66])=[CH:63][CH:62]=2)[N:60]=1. Product: [CH2:1]([O:8][C:9]([N:11]1[C:19]2[C:14](=[CH:15][CH:16]=[CH:17][CH:18]=2)[CH2:13][C@H:12]1[C:20](=[O:21])[NH:55][C:56]1[S:57][CH:58]=[C:59]([C:61]2[CH:62]=[CH:63][C:64]([C:65](=[O:66])[NH:67][CH:68]3[CH2:69][CH2:70]3)=[CH:71][CH:72]=2)[N:60]=1)=[O:10])[C:2]1[CH:7]=[CH:6][CH:5]=[CH:4][CH:3]=1. The catalyst class is: 3. (2) Reactant: [Cl:1][C:2]1[C:3]([F:70])=[C:4]([C@@H:8]2[C@:12]([C:15]3[CH:20]=[CH:19][C:18]([Cl:21])=[CH:17][C:16]=3[F:22])([C:13]#[N:14])[C@H:11]([CH2:23][C:24]([CH3:27])([CH3:26])[CH3:25])[NH:10][C@H:9]2[C:28]([NH:30][C:31]2[CH:67]=[CH:66][C:34]([C:35]([O:37][CH2:38][O:39][C:40]([NH:42][C@@H:43]([CH2:54][CH2:55][C:56]([O:58]CC3C=CC=CC=3)=[O:57])[C:44]([O:46]CC3C=CC=CC=3)=[O:45])=[O:41])=[O:36])=[CH:33][C:32]=2[O:68][CH3:69])=[O:29])[CH:5]=[CH:6][CH:7]=1.[H][H]. Product: [Cl:1][C:2]1[C:3]([F:70])=[C:4]([C@@H:8]2[C@:12]([C:15]3[CH:20]=[CH:19][C:18]([Cl:21])=[CH:17][C:16]=3[F:22])([C:13]#[N:14])[C@H:11]([CH2:23][C:24]([CH3:27])([CH3:25])[CH3:26])[NH:10][C@H:9]2[C:28]([NH:30][C:31]2[CH:67]=[CH:66][C:34]([C:35]([O:37][CH2:38][O:39][C:40]([NH:42][C@@H:43]([CH2:54][CH2:55][C:56]([OH:58])=[O:57])[C:44]([OH:46])=[O:45])=[O:41])=[O:36])=[CH:33][C:32]=2[O:68][CH3:69])=[O:29])[CH:5]=[CH:6][CH:7]=1. The catalyst class is: 78. (3) Reactant: [CH3:1][C:2]1[C:7]2[CH2:8][O:9][C:10](=[O:11])[C:6]=2[C:5]([OH:12])=[C:4]([CH2:13]/[CH:14]=[C:15](/[CH2:17][CH2:18][C:19]([O:21][CH3:22])=[O:20])\[CH3:16])[C:3]=1[O:23][CH3:24].C[Si]([N-][Si](C)(C)C)(C)C.[Na+].[Br:35][CH2:36][CH:37]=[CH:38][CH2:39]Br. Product: [CH3:22][O:21][C:19](=[O:20])[CH:18]([CH2:39][CH:38]=[CH:37][CH2:36][Br:35])[CH2:17][C:15]([CH3:16])=[CH:14][CH2:13][C:4]1[C:5]([OH:12])=[C:6]2[C:7](=[C:2]([CH3:1])[C:3]=1[O:23][CH3:24])[CH2:8][O:9][C:10]2=[O:11]. The catalyst class is: 1. (4) The catalyst class is: 191. Reactant: [CH3:1][O:2][C:3]1[CH:13]=[CH:12][C:6]([CH2:7][O:8]C(=O)C)=[C:5]([N+:14]([O-:16])=[O:15])[CH:4]=1. Product: [CH3:1][O:2][C:3]1[CH:13]=[CH:12][C:6]([CH2:7][OH:8])=[C:5]([N+:14]([O-:16])=[O:15])[CH:4]=1. (5) Reactant: [C:1]([C:4]1[C:9]2[CH:10]=[C:11]3[N:15]([C:8]=2[CH:7]=[CH:6][N:5]=1)[CH2:14][CH2:13]/[C:12]/3=[CH:16]\[C:17]([O:19][CH2:20][CH3:21])=[O:18])([CH3:3])=[CH2:2]. Product: [CH2:20]([O:19][C:17](=[O:18])[CH2:16][CH:12]1[C:11]2[N:15]([C:8]3[CH:7]=[CH:6][N:5]=[C:4]([CH:1]([CH3:3])[CH3:2])[C:9]=3[CH:10]=2)[CH2:14][CH2:13]1)[CH3:21]. The catalyst class is: 105.